This data is from Full USPTO retrosynthesis dataset with 1.9M reactions from patents (1976-2016). The task is: Predict the reactants needed to synthesize the given product. (1) The reactants are: [C:1](Cl)(=[O:4])[CH:2]=[CH2:3].[NH2:6][C:7]1[C:8]([N:34]([CH2:36][CH2:37][N:38]([CH3:40])[CH3:39])[CH3:35])=[CH:9][C:10]([O:32][CH3:33])=[C:11]([NH:13][C:14]2[N:19]=[C:18]([C:20]3[C:28]4[C:23](=[CH:24][CH:25]=[CH:26][CH:27]=4)[N:22]([CH3:29])[CH:21]=3)[C:17]([C:30]#[N:31])=[CH:16][N:15]=2)[CH:12]=1.CCN(C(C)C)C(C)C. Given the product [C:30]([C:17]1[C:18]([C:20]2[C:28]3[C:23](=[CH:24][CH:25]=[CH:26][CH:27]=3)[N:22]([CH3:29])[CH:21]=2)=[N:19][C:14]([NH:13][C:11]2[C:10]([O:32][CH3:33])=[CH:9][C:8]([N:34]([CH2:36][CH2:37][N:38]([CH3:39])[CH3:40])[CH3:35])=[C:7]([NH:6][C:1](=[O:4])[CH:2]=[CH2:3])[CH:12]=2)=[N:15][CH:16]=1)#[N:31], predict the reactants needed to synthesize it. (2) Given the product [NH2:7][C@H:8]1[CH2:11][C@@H:10]([NH:12][C:13]2[C:18]([C:19]#[N:20])=[CH:17][N:16]=[C:15]([NH:21][CH2:22][CH2:23][C:24]3[CH:29]=[CH:28][CH:27]=[C:26]([Cl:30])[CH:25]=3)[N:14]=2)[C:9]1([CH3:32])[CH3:31], predict the reactants needed to synthesize it. The reactants are: C(OC(=O)[NH:7][C@@H:8]1[CH2:11][C@H:10]([NH:12][C:13]2[C:18]([C:19]#[N:20])=[CH:17][N:16]=[C:15]([NH:21][CH2:22][CH2:23][C:24]3[CH:29]=[CH:28][CH:27]=[C:26]([Cl:30])[CH:25]=3)[N:14]=2)[C:9]1([CH3:32])[CH3:31])(C)(C)C.FC(F)(F)C(O)=O. (3) The reactants are: [Cl:1][C:2]1[N:3]=[C:4](Cl)[C:5]2[CH:10]=[CH:9][N:8]([CH2:11][CH2:12][F:13])[C:6]=2[N:7]=1.Cl.[CH3:16][N:17]1[CH:21]=[C:20]([NH2:22])[N:19]=[CH:18]1.CCN(C(C)C)C(C)C. Given the product [Cl:1][C:2]1[N:3]=[C:4]([NH:22][C:20]2[N:19]=[CH:18][N:17]([CH3:16])[CH:21]=2)[C:5]2[CH:10]=[CH:9][N:8]([CH2:11][CH2:12][F:13])[C:6]=2[N:7]=1, predict the reactants needed to synthesize it. (4) Given the product [F:14][C:12]1[CH:11]=[C:4]([CH:3]=[C:2]([B:15]2[O:19][C:18]([CH3:21])([CH3:20])[C:17]([CH3:23])([CH3:22])[O:16]2)[CH:13]=1)[O:5][CH2:6][C:7]([CH3:10])([OH:9])[CH3:8], predict the reactants needed to synthesize it. The reactants are: Br[C:2]1[CH:3]=[C:4]([CH:11]=[C:12]([F:14])[CH:13]=1)[O:5][CH2:6][C:7]([CH3:10])([OH:9])[CH3:8].[B:15]1([B:15]2[O:19][C:18]([CH3:21])([CH3:20])[C:17]([CH3:23])([CH3:22])[O:16]2)[O:19][C:18]([CH3:21])([CH3:20])[C:17]([CH3:23])([CH3:22])[O:16]1.CC([O-])=O.[K+].C(Cl)Cl. (5) The reactants are: Br[CH2:2][CH:3]([C:5]1[CH:10]=[CH:9][C:8]([NH:11][C:12](=[O:14])[CH3:13])=[CH:7][CH:6]=1)[OH:4].[CH3:15][NH2:16]. Given the product [OH:4][CH:3]([C:5]1[CH:10]=[CH:9][C:8]([NH:11][C:12](=[O:14])[CH3:13])=[CH:7][CH:6]=1)[CH2:2][NH:16][CH3:15], predict the reactants needed to synthesize it. (6) Given the product [Cl:1][C:2]1[CH:7]=[CH:6][C:5]([O:8][C:9]([N:11]2[CH2:16][CH2:15][CH:14]([C:17]#[C:18][CH2:19][CH2:20][CH2:21][N:27]([CH2:26][CH:25]=[CH2:24])[CH3:28])[CH2:13][CH2:12]2)=[O:10])=[CH:4][CH:3]=1, predict the reactants needed to synthesize it. The reactants are: [Cl:1][C:2]1[CH:7]=[CH:6][C:5]([O:8][C:9]([N:11]2[CH2:16][CH2:15][CH:14]([C:17]#[C:18][CH2:19][CH2:20][CH2:21]I)[CH2:13][CH2:12]2)=[O:10])=[CH:4][CH:3]=1.C[CH:24]=[CH:25][CH2:26][NH2:27].[CH3:28]O. (7) Given the product [CH2:1]([N:8]1[CH:12]([CH3:13])[CH2:11][CH:10]([CH2:14][N:15]2[C:23]3[C:18](=[CH:19][C:20]([C:34]4[CH:33]=[N:32][N:31]([CH:26]5[CH2:27][CH2:28][CH2:29][CH2:30][O:25]5)[CH:35]=4)=[CH:21][CH:22]=3)[CH:17]=[CH:16]2)[CH2:9]1)[C:2]1[CH:7]=[CH:6][CH:5]=[CH:4][CH:3]=1, predict the reactants needed to synthesize it. The reactants are: [CH2:1]([N:8]1[CH:12]([CH3:13])[CH2:11][CH:10]([CH2:14][N:15]2[C:23]3[C:18](=[CH:19][C:20](Br)=[CH:21][CH:22]=3)[CH:17]=[CH:16]2)[CH2:9]1)[C:2]1[CH:7]=[CH:6][CH:5]=[CH:4][CH:3]=1.[O:25]1[CH2:30][CH2:29][CH2:28][CH2:27][CH:26]1[N:31]1[CH:35]=[C:34](C2OC(C)(C)C(C)(C)O2)[CH:33]=[N:32]1.C([O-])([O-])=O.[Cs+].[Cs+].ClCCl.